This data is from Full USPTO retrosynthesis dataset with 1.9M reactions from patents (1976-2016). The task is: Predict the reactants needed to synthesize the given product. (1) Given the product [NH2:1][C:4]1[CH:13]=[C:12]2[C:7]([CH2:8][NH:9][C:10]3[N:11]2[N:14]=[C:15]([C:20]2[CH:25]=[CH:24][C:23]([O:26][C:27]4[CH:28]=[CH:29][CH:30]=[CH:31][CH:32]=4)=[CH:22][CH:21]=2)[C:16]=3[C:17]([NH2:19])=[O:18])=[CH:6][CH:5]=1, predict the reactants needed to synthesize it. The reactants are: [N+:1]([C:4]1[CH:13]=[C:12]2[C:7]([CH2:8][NH:9][C:10]3[N:11]2[N:14]=[C:15]([C:20]2[CH:25]=[CH:24][C:23]([O:26][C:27]4[CH:32]=[CH:31][CH:30]=[CH:29][CH:28]=4)=[CH:22][CH:21]=2)[C:16]=3[C:17]([NH2:19])=[O:18])=[CH:6][CH:5]=1)([O-])=O. (2) Given the product [CH:20]([C:19]1[C:2]([B:22]2[O:26][C:25]([CH3:28])([CH3:27])[C:24]([CH3:30])([CH3:29])[O:23]2)=[C:3]([CH:16]=[CH:17][CH:18]=1)[O:4][CH2:5][CH2:6][CH2:7][NH:8][C:9](=[O:15])[O:10][C:11]([CH3:14])([CH3:13])[CH3:12])=[O:21], predict the reactants needed to synthesize it. The reactants are: Br[C:2]1[C:19]([CH:20]=[O:21])=[CH:18][CH:17]=[CH:16][C:3]=1[O:4][CH2:5][CH2:6][CH2:7][NH:8][C:9](=[O:15])[O:10][C:11]([CH3:14])([CH3:13])[CH3:12].[B:22]1([B:22]2[O:26][C:25]([CH3:28])([CH3:27])[C:24]([CH3:30])([CH3:29])[O:23]2)[O:26][C:25]([CH3:28])([CH3:27])[C:24]([CH3:30])([CH3:29])[O:23]1.CC([O-])=O.[K+].N#N. (3) Given the product [F:1][C:2]([F:7])([F:6])[C:3]([OH:5])=[O:4].[F:8][C:9]([F:14])([F:13])[C:10]([OH:12])=[O:11].[C:17]([N:48]1[CH2:49][CH2:50][N:45]([CH2:44][C:36]2[CH:37]=[CH:38][C:39]3[NH:40][C:41]4[N:42]=[C:26]([NH:27][C:28]5[CH:29]=[CH:30][CH:31]=[C:32]([CH:51]=5)[CH2:33][CH2:34][C:35]=2[CH:43]=3)[N:25]=[CH:24][C:23]=4[Cl:22])[CH2:46][CH2:47]1)(=[O:19])[CH3:16], predict the reactants needed to synthesize it. The reactants are: [F:1][C:2]([F:7])([F:6])[C:3]([OH:5])=[O:4].[F:8][C:9]([F:14])([F:13])[C:10]([OH:12])=[O:11].F[C:16](F)(F)[C:17]([OH:19])=O.[Cl:22][C:23]1[CH:24]=[N:25][C:26]2[NH:27][C:28]3[CH:29]=[CH:30][CH:31]=[C:32]([CH:51]=3)[CH2:33][CH2:34][C:35]3[CH:43]=[C:39]([NH:40][C:41]=1[N:42]=2)[CH:38]=[CH:37][C:36]=3[CH2:44][N:45]1[CH2:50][CH2:49][NH:48][CH2:47][CH2:46]1.C(Cl)(=O)C. (4) Given the product [Br:9][CH2:8][C:7]1[C:2]([Cl:1])=[N:3][CH:4]=[CH:5][N:6]=1, predict the reactants needed to synthesize it. The reactants are: [Cl:1][C:2]1[C:7]([CH3:8])=[N:6][CH:5]=[CH:4][N:3]=1.[Br:9]N1C(=O)CCC1=O.C(OOC(=O)C1C=CC=CC=1)(=O)C1C=CC=CC=1. (5) Given the product [N:24]1([C:29]2[CH:34]=[CH:33][C:32]([O:35][C:12]3[N:11]=[CH:10][C:7]4[C:8](=[O:9])[N:2]([CH3:1])[CH2:3][CH:4]([C:18]5[CH:23]=[CH:22][CH:21]=[CH:20][CH:19]=5)[O:5][C:6]=4[N:13]=3)=[CH:31][CH:30]=2)[CH:28]=[CH:27][N:26]=[CH:25]1, predict the reactants needed to synthesize it. The reactants are: [CH3:1][N:2]1[C:8](=[O:9])[C:7]2[CH:10]=[N:11][C:12](S(C)(=O)=O)=[N:13][C:6]=2[O:5][CH:4]([C:18]2[CH:23]=[CH:22][CH:21]=[CH:20][CH:19]=2)[CH2:3]1.[N:24]1([C:29]2[CH:34]=[CH:33][C:32]([OH:35])=[CH:31][CH:30]=2)[CH:28]=[CH:27][N:26]=[CH:25]1.C([O-])([O-])=O.[K+].[K+]. (6) Given the product [CH3:27][N:13]([S:14]([C:17]1[CH:18]=[CH:19][C:20]([C:23]([F:25])([F:26])[F:24])=[CH:21][CH:22]=1)(=[O:16])=[O:15])[C@H:10]1[CH2:11][CH2:12][C@H:7]([O:6][CH2:5][CH2:4][C:3]([OH:28])=[O:2])[CH2:8][CH2:9]1, predict the reactants needed to synthesize it. The reactants are: C[O:2][C:3](=[O:28])[CH2:4][CH2:5][O:6][C@H:7]1[CH2:12][CH2:11][C@H:10]([N:13]([CH3:27])[S:14]([C:17]2[CH:22]=[CH:21][C:20]([C:23]([F:26])([F:25])[F:24])=[CH:19][CH:18]=2)(=[O:16])=[O:15])[CH2:9][CH2:8]1.[Li+].[OH-].OS([O-])(=O)=O.[K+]. (7) Given the product [NH2:31][C:25]1[CH:26]=[CH:27][CH:28]=[C:29]2[C:24]=1[C:23](=[O:34])[N:22]([C:21]1[C:15]3[C:16](=[N:17][CH:18]=[C:13]([C:10]4[CH:11]=[CH:12][C:7]([S:4]([CH:1]([CH3:3])[CH3:2])(=[O:6])=[O:5])=[CH:8][CH:9]=4)[N:14]=3)[NH:19][CH:20]=1)[CH2:30]2, predict the reactants needed to synthesize it. The reactants are: [CH:1]([S:4]([C:7]1[CH:12]=[CH:11][C:10]([C:13]2[N:14]=[C:15]3[C:21]([N:22]4[CH2:30][C:29]5[C:24](=[C:25]([N+:31]([O-])=O)[CH:26]=[CH:27][CH:28]=5)[C:23]4=[O:34])=[CH:20][N:19](C(C4C=CC=CC=4)(C4C=CC=CC=4)C4C=CC=CC=4)[C:16]3=[N:17][CH:18]=2)=[CH:9][CH:8]=1)(=[O:6])=[O:5])([CH3:3])[CH3:2].O.O.Cl[Sn]Cl.C([O-])(O)=O.[Na+].